Task: Predict the product of the given reaction.. Dataset: Forward reaction prediction with 1.9M reactions from USPTO patents (1976-2016) (1) Given the reactants [N:1]1([C@:4]23[CH2:30][CH2:29][C@@H:28]([C:31]([CH3:33])=[CH2:32])[C@@H:5]2[C@@H:6]2[C@@:19]([CH3:22])([CH2:20][CH2:21]3)[C@@:18]3([CH3:23])[C@@H:9]([C@:10]4([CH3:27])[C@@H:15]([CH2:16][CH2:17]3)[C:14]([CH3:25])([CH3:24])[C:13](=[O:26])[CH2:12][CH2:11]4)[CH2:8][CH2:7]2)[CH2:3][CH2:2]1.[Cl:34][C:35]1[CH:36]=[CH:37][C:38]([N:41]([S:49]([C:52]([F:55])([F:54])[F:53])(=[O:51])=[O:50])S(C(F)(F)F)(=O)=O)=[N:39][CH:40]=1.C[Si]([N-][Si](C)(C)C)(C)C.[K+], predict the reaction product. The product is: [F:53][C:52]([F:55])([F:54])[S:49]([O:26][C:13]1[C:14]([CH3:24])([CH3:25])[C@H:15]2[C@:10]([CH3:27])([CH2:11][CH:12]=1)[C@@H:9]1[C@:18]([CH3:23])([C@@:19]3([CH3:22])[C@H:6]([CH2:7][CH2:8]1)[C@H:5]1[C@H:28]([C:31]([CH3:33])=[CH2:32])[CH2:29][CH2:30][C@:4]1([NH:1][CH2:2][CH2:3][N:41]([C:38]1[CH:37]=[CH:36][C:35]([Cl:34])=[CH:40][N:39]=1)[S:49]([C:52]([F:53])([F:54])[F:55])(=[O:50])=[O:51])[CH2:21][CH2:20]3)[CH2:17][CH2:16]2)(=[O:51])=[O:50]. (2) The product is: [CH2:33]([C:19]1[C:20]([B:24]2[O:25][C:26]([CH3:31])([CH3:32])[C:27]([CH3:29])([CH3:30])[O:28]2)=[CH:21][CH:22]=[CH:23][C:18]=1[CH:16]1[CH2:17][NH:14][CH2:15]1)[CH3:34]. Given the reactants C([N:14]1[CH2:17][CH:16]([C:18]2[CH:23]=[CH:22][CH:21]=[C:20]([B:24]3[O:28][C:27]([CH3:30])([CH3:29])[C:26]([CH3:32])([CH3:31])[O:25]3)[C:19]=2[CH2:33][CH3:34])[CH2:15]1)(C1C=CC=CC=1)C1C=CC=CC=1.ClC(OC(Cl)C)=O, predict the reaction product. (3) The product is: [CH2:17]([O:3][C:4]1[C:13]2[C:8](=[CH:9][CH:10]=[CH:11][CH:12]=2)[C:7]([CH:14]=[O:15])=[CH:6][CH:5]=1)[CH3:18]. Given the reactants [H-].[Na+].[OH:3][C:4]1[C:13]2[C:8](=[CH:9][CH:10]=[CH:11][CH:12]=2)[C:7]([CH:14]=[O:15])=[CH:6][CH:5]=1.I[CH2:17][CH3:18].Cl, predict the reaction product. (4) Given the reactants [C:1]([C:4]1[CH:5]=[N:6][C:7]2[C:12]([C:13]=1[NH:14][C:15]1[CH:16]=[N:17][C:18]([N:21]3[CH2:25][CH2:24][CH:23]([NH:26]C(=O)OC(C)(C)C)[CH2:22]3)=[N:19][CH:20]=1)=[N:11][C:10]([C:34]1[CH:39]=[C:38]([Cl:40])[C:37]([OH:41])=[C:36]([Cl:42])[CH:35]=1)=[CH:9][CH:8]=2)(=[O:3])[CH3:2].[ClH:43], predict the reaction product. The product is: [ClH:40].[ClH:43].[ClH:40].[NH2:26][CH:23]1[CH2:24][CH2:25][N:21]([C:18]2[N:19]=[CH:20][C:15]([NH:14][C:13]3[C:12]4[C:7](=[CH:8][CH:9]=[C:10]([C:34]5[CH:39]=[C:38]([Cl:40])[C:37]([OH:41])=[C:36]([Cl:42])[CH:35]=5)[N:11]=4)[N:6]=[CH:5][C:4]=3[C:1](=[O:3])[CH3:2])=[CH:16][N:17]=2)[CH2:22]1. (5) Given the reactants [Cl:1][C:2]1[CH:3]=[C:4]([C:9](=[CH2:30])[CH2:10][CH2:11][O:12][Si:13]([C:26]([CH3:29])([CH3:28])[CH3:27])([C:20]2[CH:25]=[CH:24][CH:23]=[CH:22][CH:21]=2)[C:14]2[CH:19]=[CH:18][CH:17]=[CH:16][CH:15]=2)[CH:5]=[CH:6][C:7]=1[Cl:8].[N+](=[C:33]([C:38]([O:40][CH3:41])=[O:39])[C:34]([O:36][CH3:37])=[O:35])=[N-].C([O-])(=O)C, predict the reaction product. The product is: [Cl:1][C:2]1[CH:3]=[C:4]([C:9]2([CH2:10][CH2:11][O:12][Si:13]([C:26]([CH3:27])([CH3:29])[CH3:28])([C:20]3[CH:25]=[CH:24][CH:23]=[CH:22][CH:21]=3)[C:14]3[CH:15]=[CH:16][CH:17]=[CH:18][CH:19]=3)[CH2:30][C:33]2([C:38]([O:40][CH3:41])=[O:39])[C:34]([O:36][CH3:37])=[O:35])[CH:5]=[CH:6][C:7]=1[Cl:8].